Dataset: Drug-target binding data from BindingDB using Kd measurements. Task: Regression. Given a target protein amino acid sequence and a drug SMILES string, predict the binding affinity score between them. We predict pKd (pKd = -log10(Kd in M); higher means stronger binding). Dataset: bindingdb_kd. (1) The drug is NC(=O)c1ccc2ccccc2c1. The target protein sequence is MPIHNLNHVNMFLQVIASGSISSAARILRKSHTAVSSAVSNLEIDLCVELVRRDGYKVEPTEQALRLIPYMRSLLNYQQLIGDIAFNLNKGPRNLRVLLDTAIPPSFCDTVSSVLLDDFNMVSLIRTSPADSLATIKQDNAEIDIAITIDEELKISRFNQCVLGYTKAFVVAHPQHPLCNASLHSIASLANYRQISLGSRSGQHSNLLRPVSDKVLFVENFDDMLRLVEAGVGWGIAPHYFVEERLRNGTLAVLSELYEPGGIDTKVYCYYNTALESERSFLRFLESARQRLRELGRQRFDDAPAWQPSIVETAQRRSGPKALAYRQRAAPE. The pKd is 6.1. (2) The drug is Cc1sc2c(c1C)C(c1ccc(Cl)cc1)=N[C@H](CC(=O)OC(C)(C)C)c1nnc(C)n1-2. The target protein sequence is MSAESGPGTRLRNLPVMGDGLETSQMSTTQAQAQPQPANAASTNPPPPETSNPNKPKRQTNQLQYLLRVVLKTLWKHQFAWPFQQPVDAVKLNLPDYYKIIKTPMDMGTIKKRLENNYYWNAQECIQDFNTMFTNCYIYNKPGDDIVLMAEALEKLFLQKINELPTEETEIMIVQAKGRGRGRKETGTAKPGVSTVPNTTQASTPPQTQTPQPNPPPVQATPHPFPAVTPDLIVQTPVMTVVPPQPLQTPPPVPPQPQPPPAPAPQPVQSHPPIIAATPQPVKTKKGVKRKADTTTPTTIDPIHEPPSLPPEPKTTKLGQRRESSRPVKPPKKDVPDSQQHPAPEKSSKVSEQLKCCSGILKEMFAKKHAAYAWPFYKPVDVEALGLHDYCDIIKHPMDMSTIKSKLEAREYRDAQEFGADVRLMFSNCYKYNPPDHEVVAMARKLQDVFEMRFAKMPDEPEEPVVAVSSPAVPPPTKVVAPPSSSDSSSDSSSDSDSST.... The pKd is 8.0. (3) The small molecule is CN1CC[C@H](c2c(O)cc(O)c3c(=O)cc(-c4ccccc4Cl)oc23)[C@H](O)C1. The target protein (Q6PHR2) has sequence MAGPGWGPPRLDGFILTERLGSGTYATVYKAYAKKDTREVVAIKCVAKKSLNKASVENLLTEIEILKGIRHPHIVQLKDFQWDSDNIYLIMEFCAGGDLSRFIHTRRILPEKVARVFMQQLASALQFLHERNISHLDLKPQNILLSSLEKPHLKLADFGFAQHMSPWDEKHVLRGSPLYMAPEMVCQRQYDARVDLWSMGVILYEALFGQPPFASRSFSELEEKIRSNRVIELPLRPLLSRDCRDLLQRLLERDPSRRISFQDFFAHPWVDLEHMPSGESLGRATALVVQAVKKDQEGDSAAALSLYCKALDFFVPALHYEVDAQRKEAIKAKVGQYVSRAEELKAIVSSSNQALLRQGTSARDLLREMARDKPRLLAALEVASAAMAKEEAAGGEQDALDLYQHSLGELLLLLAAEPPGRRRELLHTEVQNLMARAEYLKEQVKMRESRWEADTLDKEGLSESVRSSCTLQ. The pKd is 5.0. (4) The small molecule is O=C(NCc1ccccc1)c1cn([C@@H]2[C@@H](O)[C@H](S[C@@H]3O[C@H](CO)[C@H](O)[C@H](n4cc(C(=O)NCc5ccccc5)nn4)[C@H]3O)O[C@H](CO)[C@@H]2O)nn1. The target protein (P47929) has sequence MSNVPHKSSLPEGIRPGTVLRIRGLVPPNASRFHVNLLCGEEQGSDAALHFNPRLDTSEVVFNSKEQGSWGREERGPGVPFQRGQPFEVLIIASDDGFKAVVGDAQYHHFRHRLPLARVRLVEVGGDVQLDSVRIF. The pKd is 5.1. (5) The drug is C[C@H](CCCC(C)(C)O)[C@H]1CC[C@H]2[C@@H]3CC=C4C[C@@H](O)CC[C@]4(C)[C@H]3CC[C@@]21C. The pKd is 7.8. The target protein (Q969R2) has sequence MGKAAAPSRGGGCGGRSRGLSSLFTVVPCLSCHTAAPGMSASTSGSGPEPKPQPQPVPEPERGPLSEQVSEAVSEAVPRSEPVSETTSEPEPGAGQPSELLQGSRPGSESSSGVGAGPFTKAASEPLSRAVGSATFLRPESGSLPALKPLPLLRPGQAKTPLGVPMSGTGTTSSAPLALLPLDSFEGWLLKWTNYLKGYQRRWFVLGNGLLSYYRNQGEMAHTCRGTINLSTAHIDTEDSCGILLTSGARSYHLKASSEVDRQQWITALELAKAKAVRVMNTHSDDSGDDDEATTPADKSELHHTLKNLSLKLDDLSTCNDLIAKHGAALQRSLTELDGLKIPSESGEKLKVVNERATLFRITSNAMINACRDFLELAEIHSRKWQRALQYEQEQRVHLEETIEQLAKQHNSLERAFHSAPGRPANPSKSFIEGSLLTPKGEDSEEDEDTEYFDAMEDSTSFITVITEAKEDSRKAEGSTGTSSVDWSSADNVLDGASLV....